From a dataset of hERG Central: cardiac toxicity at 1µM, 10µM, and general inhibition. Predict hERG channel inhibition at various concentrations. The molecule is O=[N+]([O-])c1cc(/C=N\O)ccc1Oc1ccc(F)cc1. Results: hERG_inhib (hERG inhibition (general)): blocker.